Task: Binary Classification. Given a drug SMILES string, predict its activity (active/inactive) in a high-throughput screening assay against a specified biological target.. Dataset: HIV replication inhibition screening data with 41,000+ compounds from the AIDS Antiviral Screen (1) The molecule is CCC(=O)CCC1=Nc2nnc(CCCCc3nnc4n3C(=O)C(CCC(=O)CC)=N4)n2C1=O. The result is 1 (active). (2) The drug is Cc1nc2nn(C)cc2c(=O)n1N=Cc1ccccc1. The result is 0 (inactive). (3) The molecule is COc1cc(C)c2c(=O)c3ccccc3n(C)c2c1. The result is 1 (active).